This data is from NCI-60 drug combinations with 297,098 pairs across 59 cell lines. The task is: Regression. Given two drug SMILES strings and cell line genomic features, predict the synergy score measuring deviation from expected non-interaction effect. (1) Drug 1: CC12CCC3C(C1CCC2O)C(CC4=C3C=CC(=C4)O)CCCCCCCCCS(=O)CCCC(C(F)(F)F)(F)F. Drug 2: CC1C(C(CC(O1)OC2CC(CC3=C2C(=C4C(=C3O)C(=O)C5=C(C4=O)C(=CC=C5)OC)O)(C(=O)CO)O)N)O.Cl. Cell line: SNB-19. Synergy scores: CSS=49.6, Synergy_ZIP=4.21, Synergy_Bliss=2.24, Synergy_Loewe=1.29, Synergy_HSA=4.69. (2) Drug 1: C1=NC2=C(N1)C(=S)N=C(N2)N. Drug 2: CNC(=O)C1=NC=CC(=C1)OC2=CC=C(C=C2)NC(=O)NC3=CC(=C(C=C3)Cl)C(F)(F)F. Cell line: SK-OV-3. Synergy scores: CSS=50.2, Synergy_ZIP=-3.95, Synergy_Bliss=-1.10, Synergy_Loewe=-4.50, Synergy_HSA=2.03. (3) Drug 1: CC12CCC3C(C1CCC2=O)CC(=C)C4=CC(=O)C=CC34C. Drug 2: C1C(C(OC1N2C=NC(=NC2=O)N)CO)O. Cell line: MOLT-4. Synergy scores: CSS=87.0, Synergy_ZIP=2.44, Synergy_Bliss=3.57, Synergy_Loewe=2.65, Synergy_HSA=3.70.